From a dataset of Reaction yield outcomes from USPTO patents with 853,638 reactions. Predict the reaction yield, written as a fraction of the theoretical maximum amount of product (1.0 means a 100% yield; for example, 0.34 means a 34% yield). (1) The reactants are [O:1]1[C:9]2[C:4](=[N:5][CH:6]=[CH:7][CH:8]=2)[NH:3][C:2]1=[O:10].[Br:11]Br. The catalyst is CN(C=O)C. The product is [Br:11][C:7]1[CH:8]=[C:9]2[O:1][C:2](=[O:10])[NH:3][C:4]2=[N:5][CH:6]=1. The yield is 0.890. (2) The reactants are C(N(CC)CC)C.[S:8](Cl)(Cl)=[O:9].[Cl:12][C:13]1[C:14]([CH:20]([C:22]2[CH:27]=[CH:26][N:25]=[CH:24][CH:23]=2)O)=[N:15][C:16]([Cl:19])=[CH:17][CH:18]=1.[Cl:28][C:29]1[CH:34]=[CH:33][C:32](S)=[CH:31][CH:30]=1.C(=O)([O-])[O-:37].[K+].[K+].OO. The catalyst is C(Cl)Cl.C(#N)C.CO.C(OCC)(=O)C.CCCCCC. The product is [Cl:12][C:13]1[C:14]([CH:20]([S:8]([C:32]2[CH:33]=[CH:34][C:29]([Cl:28])=[CH:30][CH:31]=2)(=[O:9])=[O:37])[C:22]2[CH:27]=[CH:26][N:25]=[CH:24][CH:23]=2)=[N:15][C:16]([Cl:19])=[CH:17][CH:18]=1. The yield is 0.190. (3) The reactants are [Br:1][C:2]1[CH:3]=[C:4]2[C:9](=[CH:10][CH:11]=1)[N:8]=[CH:7][C:6]([NH2:12])=[C:5]2[NH:13][CH3:14].[CH2:15](OC(OCC)OCC)C. The catalyst is CO. The product is [Br:1][C:2]1[CH:11]=[CH:10][C:9]2[N:8]=[CH:7][C:6]3[N:12]=[CH:14][N:13]([CH3:15])[C:5]=3[C:4]=2[CH:3]=1. The yield is 0.360. (4) The reactants are Br[C:2]1[S:3][CH:4]=[C:5]([C:7]([NH:9][C@@H:10]([CH3:27])[CH2:11][N:12]2[CH:16]=[CH:15][C:14]([C:17]3[CH:22]=[CH:21][C:20]([C:23]#[N:24])=[C:19]([Cl:25])[C:18]=3[CH3:26])=[N:13]2)=[O:8])[N:6]=1.[CH3:28][NH:29][CH3:30].C1COCC1. The catalyst is N1C=CC=CC=1. The product is [Cl:25][C:19]1[C:18]([CH3:26])=[C:17]([C:14]2[CH:15]=[CH:16][N:12]([CH2:11][C@@H:10]([NH:9][C:7]([C:5]3[N:6]=[C:2]([N:29]([CH3:30])[CH3:28])[S:3][CH:4]=3)=[O:8])[CH3:27])[N:13]=2)[CH:22]=[CH:21][C:20]=1[C:23]#[N:24]. The yield is 0.632. (5) The reactants are [N:1]1([CH2:7][C@@H:8]2[CH2:13][CH2:12][CH2:11][CH2:10][C@H:9]2[NH:14][C:15](=[O:27])[C:16]2[CH:21]=[CH:20][C:19]([N:22]3[CH:26]=[CH:25][CH:24]=[N:23]3)=[CH:18][CH:17]=2)[CH2:6][CH2:5][CH2:4][CH2:3][CH2:2]1.C(NCC)C. The yield is 0.450. The catalyst is CCO. The product is [N:1]1([CH2:7][C@H:8]2[CH2:13][CH2:12][CH2:11][CH2:10][C@@H:9]2[NH:14][C:15](=[O:27])[C:16]2[CH:21]=[CH:20][C:19]([N:22]3[CH:26]=[CH:25][CH:24]=[N:23]3)=[CH:18][CH:17]=2)[CH2:2][CH2:3][CH2:4][CH2:5][CH2:6]1.